Dataset: Full USPTO retrosynthesis dataset with 1.9M reactions from patents (1976-2016). Task: Predict the reactants needed to synthesize the given product. (1) Given the product [N:16]([CH2:15][CH2:14][CH2:13][CH2:12][CH2:11][CH2:10][O:9][C@H:6]1[CH2:5][N:4]([CH3:19])[C:3](=[O:20])[C@@H:2]([NH:1][C:34](=[O:36])[C@@H:33]([C@H:27]2[C@H:26]([OH:35])[C@@H:25](/[CH:24]=[CH:23]/[C:22]([CH3:39])([CH3:21])[CH3:40])[O:30][C:29]([CH3:32])([CH3:31])[O:28]2)[O:37][CH3:38])[CH2:8][CH2:7]1)=[N+:17]=[N-:18], predict the reactants needed to synthesize it. The reactants are: [NH2:1][C@H:2]1[CH2:8][CH2:7][C@@H:6]([O:9][CH2:10][CH2:11][CH2:12][CH2:13][CH2:14][CH2:15][N:16]=[N+:17]=[N-:18])[CH2:5][N:4]([CH3:19])[C:3]1=[O:20].[CH3:21][C:22]([CH3:40])([CH3:39])/[CH:23]=[CH:24]/[C@H:25]1[O:30][C:29]([CH3:32])([CH3:31])[O:28][CH:27]2[CH:33]([O:37][CH3:38])[C:34](=[O:36])[O:35][C@H:26]12. (2) Given the product [Br:37][CH2:8][CH2:7][CH2:6][CH2:5][CH2:4][CH:3]=[C:2]([CH3:10])[CH3:1], predict the reactants needed to synthesize it. The reactants are: [CH3:1][C:2]([CH3:10])=[CH:3][CH2:4][CH2:5][CH2:6][CH2:7][CH2:8]O.C1(P(C2C=CC=CC=2)C2C=CC=CC=2)C=CC=CC=1.C1C(=O)N([Br:37])C(=O)C1. (3) Given the product [OH:8][C:9]1[CH:14]=[CH:13][C:12]([CH2:15][CH2:16][C:17]([O:19][CH2:20][CH3:21])=[O:18])=[C:11]([CH3:22])[CH:10]=1, predict the reactants needed to synthesize it. The reactants are: C([O:8][C:9]1[CH:14]=[CH:13][C:12]([CH:15]=[CH:16][C:17]([O:19][CH2:20][CH3:21])=[O:18])=[C:11]([CH3:22])[CH:10]=1)C1C=CC=CC=1. (4) Given the product [NH2:1][C:4]1([CH2:21][OH:22])[C:17]2[CH:16]=[C:15]([Cl:18])[N:14]=[C:13]([F:19])[C:12]=2[O:11][C:10]2[C:5]1=[CH:6][C:7]([Br:20])=[CH:8][CH:9]=2, predict the reactants needed to synthesize it. The reactants are: [N:1]([C:4]1([CH2:21][OH:22])[C:17]2[CH:16]=[C:15]([Cl:18])[N:14]=[C:13]([F:19])[C:12]=2[O:11][C:10]2[C:5]1=[CH:6][C:7]([Br:20])=[CH:8][CH:9]=2)=[N+]=[N-].[H-].[H-].[H-].[H-].[Li+].[Al+3]. (5) Given the product [F:1][C:2]1[CH:7]=[CH:6][C:5]([N:8]([CH:24]([CH3:25])[CH3:23])[CH2:9][CH2:10][CH2:11][C:12]2[CH:13]=[CH:14][C:15]([CH:16]=[O:17])=[CH:18][CH:19]=2)=[CH:4][CH:3]=1, predict the reactants needed to synthesize it. The reactants are: [F:1][C:2]1[CH:7]=[CH:6][C:5]([NH:8][CH2:9][CH2:10][CH2:11][C:12]2[CH:19]=[CH:18][C:15]([CH:16]=[O:17])=[CH:14][CH:13]=2)=[CH:4][CH:3]=1.C(O[CH:23](OCC)[C:24]1C=CC(CCCNC2C=CC(F)=CC=2)=C[CH:25]=1)C.BrC(C)C.C([O-])([O-])=O.[K+].[K+].